From a dataset of CYP2C19 inhibition data for predicting drug metabolism from PubChem BioAssay. Regression/Classification. Given a drug SMILES string, predict its absorption, distribution, metabolism, or excretion properties. Task type varies by dataset: regression for continuous measurements (e.g., permeability, clearance, half-life) or binary classification for categorical outcomes (e.g., BBB penetration, CYP inhibition). Dataset: cyp2c19_veith. (1) The result is 0 (non-inhibitor). The drug is O=C(O)[C@@H](O)[C@@H](O)[C@H](O)C(=O)CO. (2) The compound is O=C(CCc1ccccc1)NNC(=S)NC(=O)c1ccccc1. The result is 1 (inhibitor). (3) The result is 1 (inhibitor). The molecule is CCC(C)(C)n1nnnc1C(c1cc2cc3c(cc2[nH]c1=O)OCO3)N1CCCCC1. (4) The molecule is CC[C@H]1[C@H](O)N2[C@H]3C[C@@H]1[C@@H]1[C@@H]2C[C@@]2(c4ccccc4N(C)[C@H]32)[C@H]1O. The result is 0 (non-inhibitor). (5) The molecule is Brc1cc2c(cc1/C=N/Nc1nc(N3CCCC3)nc(N3CCOCC3)n1)OCO2. The result is 1 (inhibitor). (6) The result is 0 (non-inhibitor). The compound is N#Cc1cccc(NC(=O)N2CCCC3(CCN(C(=O)c4csnn4)CC3)C2)c1. (7) The drug is CCOc1ccccc1NC(=O)C(=O)NCC1CCCN1CC. The result is 0 (non-inhibitor).